Dataset: Reaction yield outcomes from USPTO patents with 853,638 reactions. Task: Predict the reaction yield, written as a fraction of the theoretical maximum amount of product (1.0 means a 100% yield; for example, 0.34 means a 34% yield). The reactants are [O:1]=[S:2]1(=[O:20])[CH:6]=[CH:5][C:4]2[CH:7]=[C:8]([B:11]3[O:15][C:14]([CH3:17])([CH3:16])[C:13]([CH3:19])([CH3:18])[O:12]3)[CH:9]=[CH:10][C:3]1=2. The catalyst is O1CCCC1.[Pd]. The product is [O:20]=[S:2]1(=[O:1])[CH2:6][CH2:5][C:4]2[CH:7]=[C:8]([B:11]3[O:15][C:14]([CH3:16])([CH3:17])[C:13]([CH3:19])([CH3:18])[O:12]3)[CH:9]=[CH:10][C:3]1=2. The yield is 0.970.